This data is from Forward reaction prediction with 1.9M reactions from USPTO patents (1976-2016). The task is: Predict the product of the given reaction. Given the reactants [CH3:1][S:2][C:3]1[CH:8]=[CH:7][CH:6]=[CH:5][C:4]=1[NH:9][C:10]1[N:15]2[N:16]=[CH:17][C:18]([C:19](O)=[O:20])=[C:14]2[N:13]=[CH:12][C:11]=1[C:22]([N:24]1[CH2:29][CH2:28][CH:27]([C:30]2[CH:35]=[CH:34][CH:33]=[CH:32][CH:31]=2)[CH2:26][CH2:25]1)=[O:23].[CH2:36]([S:38]([NH2:41])(=[O:40])=[O:39])[CH3:37], predict the reaction product. The product is: [CH3:1][S:2][C:3]1[CH:8]=[CH:7][CH:6]=[CH:5][C:4]=1[NH:9][C:10]1[N:15]2[N:16]=[CH:17][C:18]([C:19]([NH:41][S:38]([CH2:36][CH3:37])(=[O:40])=[O:39])=[O:20])=[C:14]2[N:13]=[CH:12][C:11]=1[C:22]([N:24]1[CH2:29][CH2:28][CH:27]([C:30]2[CH:35]=[CH:34][CH:33]=[CH:32][CH:31]=2)[CH2:26][CH2:25]1)=[O:23].